Dataset: Experimentally validated miRNA-target interactions with 360,000+ pairs, plus equal number of negative samples. Task: Binary Classification. Given a miRNA mature sequence and a target amino acid sequence, predict their likelihood of interaction. (1) The miRNA is hsa-miR-214-5p with sequence UGCCUGUCUACACUUGCUGUGC. The protein sequence of the target gene is MPLLWLRGFLLASCWIIVRSSPTPGSEGHSAAPDCPSCALAALPKDVPNSQPEMVEAVKKHILNMLHLKKRPDVTQPVPKAALLNAIRKLHVGKVGENGYVEIEDDIGRRAEMNELMEQTSEIITFAESGTARKTLHFEISKEGSDLSVVERAEVWLFLKVPKANRTRTKVTIRLFQQQKHPQGSLDTGEEAEEVGLKGERSELLLSEKVVDARKSTWHVFPVSSSIQRLLDQGKSSLDVRIACEQCQESGASLVLLGKKKKKEEEGEGKKKGGGEGGAGADEEKEQSHRPFLMLQARQS.... Result: 1 (interaction). (2) The miRNA is mmu-miR-696 with sequence GCGUGUGCUUGCUGUGGG. The protein sequence of the target gene is MMHTTSYRRLSPPHLTDQPSAYSHTHRTFSHFSCGSQPAAQRLHVELWNADLQSEFLCPCLGLTLYLTCNPQLGKRKFCSHSSEDMSKMVSRRNVKDSHEVSGSLQATLQVISFSFPFLLHTCSHPLSHPTSGQRR. Result: 0 (no interaction). (3) The miRNA is hsa-miR-586 with sequence UAUGCAUUGUAUUUUUAGGUCC. The protein sequence of the target gene is MLLASAVVVWEWLNEHGRWRPYSPAVSHHIEAVVRAGPRAGGSVVLGQVDSRLAPYIIDLQSMNQFRQDTGTLRPVRRNYYDPSSAPGKGVVWEWENDNGSWTPYDMEVGITIQHAYEKQHPWIDLTSIGFSYVIDFNTMGQINRQTQRQRRVRRRLDLIYPMVTGTLPKAQSWPVSPGPATSPPMSPCSCPQCVLVMSVKAAVVNGSTGPLQLPVTRKNMPPPGVVKLPPLPGSGAKPLDSTGTIRGPLKTAPSQVIRRQASSMPTGTTMGSPASPPGPNSKTGRVALATLNRTNLQRL.... Result: 1 (interaction). (4) The miRNA is hsa-miR-6824-3p with sequence UCUCUGGUCUUGCCACCCCAG. The protein sequence of the target gene is MPTMRRTVSEIRSRAEGYEKTDDVSEKTSLADQEEVRTIFINQPQLTKFCNNHVSTAKYNVITFLPRFLYSQFRRAANSFFLFIALLQQIPDVSPTGRYTTLVPLLFILAVAAIKEIIEDIKRHKADNAVNKKQTQVLRNGAWEIVHWEKVAVGEIVKVTNGEHLPADLLSLSSSEPQAMCYIETSNLDGETNLKIRQGLPATSDIKDIDSLMRISGRIECESPNRHLYDFVGNIRLDGHGTVPLGADQILLRGAQLRNTQWVHGIVVYTGHDTKLMQNSTSPPLKLSNVERITNVQILI.... Result: 0 (no interaction). (5) The miRNA is hsa-miR-3622b-5p with sequence AGGCAUGGGAGGUCAGGUGA. The protein sequence of the target gene is MATLNSASTTGTTPSPGHNAPSLPSDTFSSSTPSDPVTKDPPAASSTSENMRSSEPGGQLLESGCGLVPPKEIGEPQEGPDCGHFPPNDPGVEKDKEQEEEEEGLPPMDLSNHLFFTAGGEAYLVAKLSLPGGSELLLPKGFPWGEAGIKEEPSLPFLAYPPPSHLTALHIQHGFDPIQGFSSSDQILSHDTSAPSPAACEERHGAFWSYQLAPNPPGDPKDGPMGNSGGNHVAVFWLCLLCRLGFSKPQAFMDHTQSHGVKLTPAQYQGLSGSPAVLQEGDEGCKALISFLEPKLPARP.... Result: 0 (no interaction). (6) The miRNA is hsa-miR-7977 with sequence UUCCCAGCCAACGCACCA. The protein sequence of the target gene is MDNRKEPPFFNDDNMGPFYYRLHFCDTMELFIETLTGTCFELRVSPFETVISVKAKIRRLEGIPICRQHLIWNNMELENDYCLNDYNISEGCTLKLVLAMRGGPINTRRVPTDDPLRKMAEYLDSSRVEVWEKTSCSKQVTFLVYQEGDQLNFFPAVDRGDGTLTPLSDSSKKIDFHLHVLRRKGEHRMSGGSMYNSDTDEDEETEPSSSGQQIIENSITMNKMKLLKAKMKNMNLSKKPKKAVKIKPHPPVAPRPSSGSTAPSRHRLLRVLPNIGQSCSPAFGNAYPPEISRNGISSLA.... Result: 1 (interaction). (7) The miRNA is bta-miR-146b with sequence UGAGAACUGAAUUCCAUAGGCUGU. The protein sequence of the target gene is MASTRAKPTLPLLLALVTVVIPGPGDAQVSIHPREAFLPQGGSVQVNCSSSCKEDLSLGLETQWLKDELESGPNWKLFELSEIGEDSSPLCFENCGTVQSSASATITVYSFPESVELRPLPAWQQVGKDLTLRCHVDGGAPRTQLSAVLLRGEEILSRQPVGGHPKDPKEITFTVLASRGDHGANFSCRTELDLRPQGLALFSNVSEARSLRTFDLPATIPKLDTPDLLEVGTQQKLFCSLEGLFPASEARIYLELGGQMPTQESTNSSDSVSATALVEVTEEFDRTLPLRCVLELADQI.... Result: 0 (no interaction). (8) The miRNA is hsa-miR-519d-3p with sequence CAAAGUGCCUCCCUUUAGAGUG. The protein sequence of the target gene is MFYSGLLTEGGRKETDMREAASLRQQRRMKQAVQFIHKDSADLLPLDGLKKLGSSKDMQPHNILQRRLMETNLSKLRSGPRVPWASKTNKLNQAKSEGLKKSEEDDMILVSCQCAGKDVKALVDTGCLYNLISLACVDRLGLKEHVKSHKHEGEKLSLPRHLKVVGQIEHLVITLGSLRLDCPAAVVDDNEKNLSLGLQTLRSLKCIINLDKHRLIMGKTDKEEIPFVETVSLNEDNTSEA. Result: 1 (interaction).